Predict the product of the given reaction. From a dataset of Forward reaction prediction with 1.9M reactions from USPTO patents (1976-2016). (1) The product is: [Cl:42][C:9]1[CH:10]=[C:11]2[N:16]([CH2:17][O:18][CH2:19][CH2:20][Si:21]([CH3:22])([CH3:23])[CH3:24])[C:15]([O:25][C@H:26]3[CH2:35][O:34][C@H:33]4[C@@H:28]([O:29][CH:30]([C:36]5[CH:41]=[CH:40][CH:39]=[CH:38][CH:37]=5)[O:31][CH2:32]4)[CH2:27]3)=[N:14][C:12]2=[N:13][C:8]=1[C:5]1[CH:6]=[CH:7][C:2]([C:80]2[CH:89]=[CH:88][C:83]([C:84]([O:86][CH3:87])=[O:85])=[CH:82][CH:81]=2)=[CH:3][CH:4]=1. Given the reactants Br[C:2]1[CH:7]=[CH:6][C:5]([C:8]2[N:13]=[C:12]3[N:14]=[C:15]([O:25][C@H:26]4[CH2:35][O:34][C@H:33]5[C@@H:28]([O:29][CH:30]([C:36]6[CH:41]=[CH:40][CH:39]=[CH:38][CH:37]=6)[O:31][CH2:32]5)[CH2:27]4)[N:16]([CH2:17][O:18][CH2:19][CH2:20][Si:21]([CH3:24])([CH3:23])[CH3:22])[C:11]3=[CH:10][C:9]=2[Cl:42])=[CH:4][CH:3]=1.C1(P(C2CCCCC2)C2C=CC=CC=2C2C(OC)=CC=CC=2OC)CCCCC1.CC1(C)C(C)(C)OB([C:80]2[CH:89]=[CH:88][C:83]([C:84]([O:86][CH3:87])=[O:85])=[CH:82][CH:81]=2)O1.P([O-])([O-])([O-])=O.[K+].[K+].[K+], predict the reaction product. (2) Given the reactants [CH3:1][C:2]1[CH:3]=[C:4]([NH:8][C:9]([NH:11][C:12]2[CH:32]=[CH:31][C:15]([O:16][C:17]3[CH:22]=[CH:21][N:20]=[C:19]([C:23]4[NH:27][CH:26]=[C:25]([C:28](O)=[O:29])[CH:24]=4)[CH:18]=3)=[CH:14][CH:13]=2)=[O:10])[CH:5]=[CH:6][CH:7]=1.CN(C(ON1N=NC2C=CC=NC1=2)=[N+](C)C)C.F[P-](F)(F)(F)(F)F.C(N(CC)C(C)C)(C)C.[NH2:66][CH2:67][CH2:68][CH:69]([O:73][CH2:74][CH3:75])[O:70][CH2:71][CH3:72], predict the reaction product. The product is: [CH2:71]([O:70][CH:69]([O:73][CH2:74][CH3:75])[CH2:68][CH2:67][NH:66][C:28]([C:25]1[CH:24]=[C:23]([C:19]2[CH:18]=[C:17]([O:16][C:15]3[CH:31]=[CH:32][C:12]([NH:11][C:9]([NH:8][C:4]4[CH:5]=[CH:6][CH:7]=[C:2]([CH3:1])[CH:3]=4)=[O:10])=[CH:13][CH:14]=3)[CH:22]=[CH:21][N:20]=2)[NH:27][CH:26]=1)=[O:29])[CH3:72].